This data is from Peptide-MHC class I binding affinity with 185,985 pairs from IEDB/IMGT. The task is: Regression. Given a peptide amino acid sequence and an MHC pseudo amino acid sequence, predict their binding affinity value. This is MHC class I binding data. (1) The peptide sequence is VVFEDGLPR. The MHC is HLA-A68:02 with pseudo-sequence HLA-A68:02. The binding affinity (normalized) is 0.0847. (2) The peptide sequence is YADSPSVPSHL. The MHC is Patr-B0101 with pseudo-sequence Patr-B0101. The binding affinity (normalized) is 0.280. (3) The peptide sequence is SWLHLTVPL. The MHC is H-2-Db with pseudo-sequence H-2-Db. The binding affinity (normalized) is 0.337. (4) The peptide sequence is KDQAQLNAW. The MHC is Mamu-B17 with pseudo-sequence Mamu-B17. The binding affinity (normalized) is 0.0904. (5) The peptide sequence is KSAFYQSYL. The MHC is HLA-B15:01 with pseudo-sequence HLA-B15:01. The binding affinity (normalized) is 0.0847. (6) The peptide sequence is EHNGGDDPL. The MHC is HLA-A24:03 with pseudo-sequence HLA-A24:03. The binding affinity (normalized) is 0.213. (7) The peptide sequence is AVMLVHTYY. The MHC is HLA-A02:01 with pseudo-sequence HLA-A02:01. The binding affinity (normalized) is 0.0847.